From a dataset of Reaction yield outcomes from USPTO patents with 853,638 reactions. Predict the reaction yield, written as a fraction of the theoretical maximum amount of product (1.0 means a 100% yield; for example, 0.34 means a 34% yield). (1) The reactants are [ClH:1].[CH2:2]([C:7]1[N:8]=[C:9]([NH2:12])[NH:10][CH:11]=1)[CH2:3][CH2:4][C:5]#[CH:6].[CH2:13]([N:20]=[N+:21]=[N-:22])[C:14]1[CH:19]=[CH:18][CH:17]=[CH:16][CH:15]=1. No catalyst specified. The product is [ClH:1].[CH2:13]([N:20]1[CH:6]=[C:5]([CH2:4][CH2:3][CH2:2][C:7]2[N:8]=[C:9]([NH2:12])[NH:10][CH:11]=2)[N:22]=[N:21]1)[C:14]1[CH:19]=[CH:18][CH:17]=[CH:16][CH:15]=1. The yield is 0.530. (2) The reactants are [C:1]([C:3]1[S:11][C:10]2[C:5](=[N:6][CH:7]=[CH:8][C:9]=2[O:12][C:13]2[CH:19]=[CH:18][C:16]([NH2:17])=[CH:15][C:14]=2[F:20])[CH:4]=1)#[CH:2].[N:21]1[CH:26]=[CH:25][CH:24]=C[CH:22]=1.ClC(OC1C=CC=CC=1)=[O:29].C1(N)CC1. The catalyst is C1COCC1.CCOC(C)=O.CCOCC.CN(C=O)C. The product is [CH:26]1([NH:21][C:22]([NH:17][C:16]2[CH:18]=[CH:19][C:13]([O:12][C:9]3[CH:8]=[CH:7][N:6]=[C:5]4[CH:4]=[C:3]([C:1]#[CH:2])[S:11][C:10]=34)=[C:14]([F:20])[CH:15]=2)=[O:29])[CH2:24][CH2:25]1. The yield is 0.760. (3) The reactants are [CH3:1][C:2]1[O:3][C:4]([C:7]([O:9][CH2:10][CH3:11])=[O:8])=[CH:5][N:6]=1.C1C(=O)N([Br:19])C(=O)C1. The catalyst is C(Cl)(Cl)(Cl)Cl. The product is [Br:19][CH2:1][C:2]1[O:3][C:4]([C:7]([O:9][CH2:10][CH3:11])=[O:8])=[CH:5][N:6]=1. The yield is 0.230. (4) The reactants are [CH3:1][S:2]([C:5]1[CH:10]=[CH:9][C:8]([CH2:11][C:12]([OH:14])=[O:13])=[CH:7][CH:6]=1)(=[O:4])=[O:3].S(=O)(=O)(O)O.[CH3:20]O. No catalyst specified. The product is [CH3:20][O:13][C:12](=[O:14])[CH2:11][C:8]1[CH:7]=[CH:6][C:5]([S:2]([CH3:1])(=[O:3])=[O:4])=[CH:10][CH:9]=1. The yield is 0.980. (5) The reactants are C(OP([CH2:9][C:10]1[S:11][C:12]([Br:15])=[CH:13][CH:14]=1)(=O)OCC)C.[H-].[Na+].[CH3:18][C:19]([CH3:21])=O.O. The catalyst is O1CCCC1. The product is [Br:15][C:12]1[S:11][C:10]([CH:9]=[C:19]([CH3:21])[CH3:18])=[CH:14][CH:13]=1. The yield is 0.0270. (6) The reactants are [CH3:1][O-:2].[Na+].[Br:4][C:5]1[C:6](Cl)=[N:7][CH:8]=[N:9][C:10]=1[CH3:11]. The catalyst is CO. The product is [Br:4][C:5]1[C:6]([O:2][CH3:1])=[N:7][CH:8]=[N:9][C:10]=1[CH3:11]. The yield is 0.790.